From a dataset of Reaction yield outcomes from USPTO patents with 853,638 reactions. Predict the reaction yield, written as a fraction of the theoretical maximum amount of product (1.0 means a 100% yield; for example, 0.34 means a 34% yield). (1) The reactants are Cl[C:2]1[CH:9]=[CH:8][CH:7]=[CH:6][C:3]=1[C:4]#[N:5].[O:10]1[C:14]2[CH:15]=[CH:16][C:17]([CH2:19][C:20]#[N:21])=[CH:18][C:13]=2[O:12][CH2:11]1.CC(C)([O-])C.[K+].Cl[CH2:29][C:30]([O:32][CH3:33])=[O:31].Cl. The catalyst is CN(C)C=O.C1(C)C=CC=CC=1.CCCCCCC. The product is [CH3:33][O:32][C:30]([C:29]1[C:19]([C:17]2[CH:16]=[CH:15][C:14]3[O:10][CH2:11][O:12][C:13]=3[CH:18]=2)([C:20]#[N:21])[C:2]2[C:3]([C:4]=1[NH2:5])=[CH:6][CH:7]=[CH:8][CH:9]=2)=[O:31]. The yield is 0.790. (2) The reactants are [CH3:1][O:2][C:3]1[CH:8]=[CH:7][C:6]([O:9][CH3:10])=[CH:5][C:4]=1[CH2:11][C:12](OCC)=O.[N:17]1([S:23]([C:26]2[CH:31]=[CH:30][C:29]([NH:32][C:33](=[S:36])[NH:34][NH2:35])=[CH:28][CH:27]=2)(=[O:25])=[O:24])[CH2:22][CH2:21][CH2:20][CH2:19][CH2:18]1.C[O-].[Na+]. The catalyst is CO. The product is [CH3:1][O:2][C:3]1[CH:8]=[CH:7][C:6]([O:9][CH3:10])=[CH:5][C:4]=1[CH2:11][C:12]1[N:32]([C:29]2[CH:30]=[CH:31][C:26]([S:23]([N:17]3[CH2:22][CH2:21][CH2:20][CH2:19][CH2:18]3)(=[O:24])=[O:25])=[CH:27][CH:28]=2)[C:33](=[S:36])[NH:34][N:35]=1. The yield is 0.380. (3) The reactants are Br[CH2:2][C:3]([C:5]1[CH:10]=[CH:9][C:8]([Br:11])=[CH:7][CH:6]=1)=[O:4].C1N2CN3CN(C2)C[N:13]1C3.Cl. The catalyst is C1(C)C=CC=CC=1.C(O)C. The product is [NH2:13][CH2:2][C:3]([C:5]1[CH:10]=[CH:9][C:8]([Br:11])=[CH:7][CH:6]=1)=[O:4]. The yield is 0.920. (4) The catalyst is CCOCC.C1COCC1. The reactants are Br[CH2:2][CH3:3].[Mg].Cl[C:6]1[C:7]2[N:8]([CH:12]=[C:13]([C:15]3[CH:20]=[CH:19][C:18]([F:21])=[CH:17][C:16]=3[F:22])[N:14]=2)[CH:9]=[CH:10][N:11]=1.CN1C(=O)CCC1.CC[Mg+].[Br-]. The yield is 0.580. The product is [F:22][C:16]1[CH:17]=[C:18]([F:21])[CH:19]=[CH:20][C:15]=1[C:13]1[N:14]=[C:7]2[C:6]([CH2:2][CH3:3])=[N:11][CH:10]=[CH:9][N:8]2[CH:12]=1. (5) The reactants are FC(F)(F)C(O)=O.[CH:8]1[C:16]2[C:15]3[CH:17]=[CH:18][CH:19]=[CH:20][C:14]=3[O:13][C:12]=2[C:11]([C:21]2[CH:49]=[CH:48][C:24]([C:25]3[CH:30]=[CH:29][C:28]([CH2:31][N:32]4[CH2:37][CH2:36][N:35](C(OC(C)(C)C)=O)[CH:34]([C:45]([O-:47])=[O:46])[CH2:33]4)=[CH:27][CH:26]=3)=[CH:23][CH:22]=2)=[CH:10][CH:9]=1. The catalyst is ClCCl. The product is [CH:8]1[C:16]2[C:15]3[CH:17]=[CH:18][CH:19]=[CH:20][C:14]=3[O:13][C:12]=2[C:11]([C:21]2[CH:22]=[CH:23][C:24]([C:25]3[CH:26]=[CH:27][C:28]([CH2:31][N:32]4[CH2:37][CH2:36][NH:35][CH:34]([C:45]([OH:47])=[O:46])[CH2:33]4)=[CH:29][CH:30]=3)=[CH:48][CH:49]=2)=[CH:10][CH:9]=1. The yield is 1.00. (6) The reactants are [CH3:1]N1CCCC1=O.[CH2:8]([O:10][C:11](=[O:20])[C:12]1[CH:17]=[CH:16][C:15](Cl)=[N:14][C:13]=1[NH2:19])[CH3:9].C[Sn](C)(C)C. The catalyst is C1C=CC([P]([Pd]([P](C2C=CC=CC=2)(C2C=CC=CC=2)C2C=CC=CC=2)([P](C2C=CC=CC=2)(C2C=CC=CC=2)C2C=CC=CC=2)[P](C2C=CC=CC=2)(C2C=CC=CC=2)C2C=CC=CC=2)(C2C=CC=CC=2)C2C=CC=CC=2)=CC=1.O. The product is [CH2:8]([O:10][C:11](=[O:20])[C:12]1[CH:17]=[CH:16][C:15]([CH3:1])=[N:14][C:13]=1[NH2:19])[CH3:9]. The yield is 0.480.